Dataset: Forward reaction prediction with 1.9M reactions from USPTO patents (1976-2016). Task: Predict the product of the given reaction. (1) Given the reactants Br[CH:2]([PH3+])[CH2:3][CH:4]([CH3:11])[CH2:5][CH2:6][CH2:7][CH:8]([CH3:10])[CH3:9].C[Si]([N-][Si](C)(C)C)(C)C.[Li+].[C:23]([Si:27]([CH3:46])([CH3:45])[O:28][C:29]1[C:30]([CH3:44])=[C:31]2[C:36](=[C:37]([CH3:40])[C:38]=1[CH3:39])[O:35][C:34]([CH3:43])([CH:41]=O)[CH2:33][CH2:32]2)([CH3:26])([CH3:25])[CH3:24], predict the reaction product. The product is: [C:23]([Si:27]([O:28][C:29]1[C:30]([CH3:44])=[C:31]2[C:36](=[C:37]([CH3:40])[C:38]=1[CH3:39])[O:35][C:34]([CH:41]=[CH:2][CH2:3][CH:4]([CH3:11])[CH2:5][CH2:6][CH2:7][CH:8]([CH3:10])[CH3:9])([CH3:43])[CH2:33][CH2:32]2)([CH3:46])[CH3:45])([CH3:24])([CH3:26])[CH3:25]. (2) Given the reactants [Cl:1][C:2]1[CH:3]=[C:4]([C:9]2[CH:14]=[C:13]([C:15]([F:18])([F:17])[F:16])[N:12]3[N:19]=[CH:20][C:21]([C:22]([OH:24])=O)=[C:11]3[N:10]=2)[CH:5]=[CH:6][C:7]=1[Cl:8].[NH2:25][C:26]1[N:31]=[CH:30][C:29]([C:32]([NH:34]O)=[NH:33])=[CH:28][N:27]=1, predict the reaction product. The product is: [Cl:1][C:2]1[CH:3]=[C:4]([C:9]2[CH:14]=[C:13]([C:15]([F:17])([F:18])[F:16])[N:12]3[N:19]=[CH:20][C:21]([C:22]4[O:24][N:34]=[C:32]([C:29]5[CH:28]=[N:27][C:26]([NH2:25])=[N:31][CH:30]=5)[N:33]=4)=[C:11]3[N:10]=2)[CH:5]=[CH:6][C:7]=1[Cl:8]. (3) Given the reactants [F:1][C:2]([F:21])([F:20])[C:3]([C:5]1[NH:9][C:8]2[CH:10]=[C:11]([C:16]([F:19])([F:18])[F:17])[C:12]([C:14]#[N:15])=[CH:13][C:7]=2[N:6]=1)=[O:4].[CH2:22](Br)[C:23]#[CH:24].[In].Cl, predict the reaction product. The product is: [OH:4][C:3]([C:5]1[NH:9][C:8]2[CH:10]=[C:11]([C:16]([F:17])([F:18])[F:19])[C:12]([C:14]#[N:15])=[CH:13][C:7]=2[N:6]=1)([C:2]([F:20])([F:1])[F:21])[CH2:24][C:23]#[CH:22]. (4) Given the reactants CC(O[C:5]([CH3:7])=[O:6])=O.[Br:8][C:9]1[CH:14]=C[C:12]([S:15]([NH2:18])(=[O:17])=[O:16])=[C:11](C)[CH:10]=1, predict the reaction product. The product is: [Br:8][C:9]1[CH:10]=[CH:11][C:12]2[S:15](=[O:17])(=[O:16])[NH:18][C:5](=[O:6])[C:7]=2[CH:14]=1. (5) Given the reactants C(OC([N:8]1[C:16]2[C:11](=[CH:12][CH:13]=[CH:14][CH:15]=2)[C:10](/[CH:17]=[CH:18]/[C:19]2[CH:24]=[CH:23][CH:22]=[CH:21][C:20]=2[N:25]2[CH2:30][CH2:29][N:28]([C:31](=[O:33])[CH3:32])[CH2:27][CH2:26]2)=[N:9]1)=O)(C)(C)C.C(OCC)(=O)C.Cl.C(=O)([O-])O.[Na+], predict the reaction product. The product is: [C:31]([N:28]1[CH2:29][CH2:30][N:25]([C:20]2[CH:21]=[CH:22][CH:23]=[CH:24][C:19]=2/[CH:18]=[CH:17]/[C:10]2[C:11]3[C:16](=[CH:15][CH:14]=[CH:13][CH:12]=3)[NH:8][N:9]=2)[CH2:26][CH2:27]1)(=[O:33])[CH3:32]. (6) The product is: [CH2:6]([O:13][C:14]1[CH:15]=[C:16]([CH:20]=[CH:21][C:22]=1[O:23][CH3:24])[C:17]([N:3]([CH2:4][CH3:5])[CH2:1][CH3:2])=[O:18])[C:7]1[CH:12]=[CH:11][CH:10]=[CH:9][CH:8]=1. Given the reactants [CH2:1]([NH:3][CH2:4][CH3:5])[CH3:2].[CH2:6]([O:13][C:14]1[CH:15]=[C:16]([CH:20]=[CH:21][C:22]=1[O:23][CH3:24])[C:17](Cl)=[O:18])[C:7]1[CH:12]=[CH:11][CH:10]=[CH:9][CH:8]=1, predict the reaction product.